Dataset: Peptide-MHC class I binding affinity with 185,985 pairs from IEDB/IMGT. Task: Regression. Given a peptide amino acid sequence and an MHC pseudo amino acid sequence, predict their binding affinity value. This is MHC class I binding data. The peptide sequence is FLALGFFLR. The MHC is HLA-A31:01 with pseudo-sequence HLA-A31:01. The binding affinity (normalized) is 0.652.